Regression. Given two drug SMILES strings and cell line genomic features, predict the synergy score measuring deviation from expected non-interaction effect. From a dataset of NCI-60 drug combinations with 297,098 pairs across 59 cell lines. (1) Drug 1: C(CC(=O)O)C(=O)CN.Cl. Drug 2: C1CC(=O)NC(=O)C1N2C(=O)C3=CC=CC=C3C2=O. Cell line: CCRF-CEM. Synergy scores: CSS=2.35, Synergy_ZIP=2.16, Synergy_Bliss=2.41, Synergy_Loewe=-1.15, Synergy_HSA=-0.852. (2) Drug 1: CCCS(=O)(=O)NC1=C(C(=C(C=C1)F)C(=O)C2=CNC3=C2C=C(C=N3)C4=CC=C(C=C4)Cl)F. Drug 2: C#CCC(CC1=CN=C2C(=N1)C(=NC(=N2)N)N)C3=CC=C(C=C3)C(=O)NC(CCC(=O)O)C(=O)O. Cell line: NCI-H322M. Synergy scores: CSS=-2.02, Synergy_ZIP=3.64, Synergy_Bliss=1.42, Synergy_Loewe=-4.61, Synergy_HSA=-4.60. (3) Drug 1: C(=O)(N)NO. Drug 2: CC(C)NC(=O)C1=CC=C(C=C1)CNNC.Cl. Cell line: SR. Synergy scores: CSS=-0.904, Synergy_ZIP=3.45, Synergy_Bliss=4.94, Synergy_Loewe=-2.94, Synergy_HSA=-2.33.